From a dataset of Ames mutagenicity test results for genotoxicity prediction. Regression/Classification. Given a drug SMILES string, predict its toxicity properties. Task type varies by dataset: regression for continuous values (e.g., LD50, hERG inhibition percentage) or binary classification for toxic/non-toxic outcomes (e.g., AMES mutagenicity, cardiotoxicity, hepatotoxicity). Dataset: ames. (1) The drug is O=[N+]([O-])c1ccc(N/N=C(/N=Nc2ccc(I)cc2)c2ccccc2)cc1. The result is 0 (non-mutagenic). (2) The drug is Oc1ccc(Nc2ccc3ccccc3c2)cc1. The result is 0 (non-mutagenic). (3) The compound is COc1cc(O)c2c(c1)OC(c1ccc(O)c(O)c1)C(=O)C2=O. The result is 1 (mutagenic). (4) The result is 0 (non-mutagenic). The drug is Oc1ccc(O[PH]2(Oc3ccc(O)cc3)N[PH](Oc3ccc(O)cc3)(Oc3ccc(O)cc3)N[PH](Oc3ccc(O)cc3)(Oc3ccc(O)cc3)N2)cc1. (5) The result is 1 (mutagenic). The drug is ClCc1c2ccccc2cc2c1ccc1ccccc12. (6) The compound is CC(=O)C(Cl)Cl. The result is 1 (mutagenic). (7) The molecule is Cc1cccc(C(=O)O)c1. The result is 0 (non-mutagenic). (8) The result is 0 (non-mutagenic). The molecule is CSCC(NC(=O)COc1cccc2cnccc12)C(=O)NC(Cc1ccccc1)C(O)C(=O)N1CSCC1C(=O)NC(C)(C)C. (9) The molecule is O=S(=O)(Nc1ccc(Cl)cc1Cl)c1cccc2cccnc12. The result is 0 (non-mutagenic). (10) The drug is NC1=CC(=O)C(=O)c2ccccc21. The result is 1 (mutagenic).